From a dataset of Full USPTO retrosynthesis dataset with 1.9M reactions from patents (1976-2016). Predict the reactants needed to synthesize the given product. (1) The reactants are: OS(O)(=O)=O.[Na+].C([C:9](CC)([C:13]([C:15]([O-:17])=[O:16])=O)[C:10]([O-:12])=O)C.[Na+].[N:21]1([CH2:27][CH2:28][NH:29][NH2:30])[CH2:26][CH2:25][O:24][CH2:23][CH2:22]1.[CH2:31](OCC)[CH3:32]. Given the product [CH2:31]([O:17][C:15]([C:13]1[CH:9]=[C:10]([OH:12])[N:29]([CH2:28][CH2:27][N:21]2[CH2:26][CH2:25][O:24][CH2:23][CH2:22]2)[N:30]=1)=[O:16])[CH3:32], predict the reactants needed to synthesize it. (2) Given the product [C:14]([O:1][C:2]1[CH:11]=[C:10]2[C:5]([C:6]([CH3:13])=[CH:7][C:8](=[O:12])[O:9]2)=[CH:4][CH:3]=1)(=[O:21])[C:15]1[CH:20]=[CH:19][CH:18]=[CH:17][CH:16]=1, predict the reactants needed to synthesize it. The reactants are: [OH:1][C:2]1[CH:11]=[C:10]2[C:5]([C:6]([CH3:13])=[CH:7][C:8](=[O:12])[O:9]2)=[CH:4][CH:3]=1.[C:14](Cl)(=[O:21])[C:15]1[CH:20]=[CH:19][CH:18]=[CH:17][CH:16]=1.CCN(CC)CC. (3) Given the product [Cl:26][C:22]1[CH:21]=[C:20]2[C:25]([C:16]([NH:15][CH:12]3[CH2:13][CH2:14][CH:9]([NH:8][C:4]4[CH:5]=[N:6][CH:7]=[C:2]([C:30]5[CH:35]=[CH:34][CH:33]=[CH:32][CH:31]=5)[CH:3]=4)[CH2:10][CH2:11]3)=[CH:17][CH:18]=[N:19]2)=[CH:24][CH:23]=1, predict the reactants needed to synthesize it. The reactants are: Br[C:2]1[CH:3]=[C:4]([NH:8][CH:9]2[CH2:14][CH2:13][CH:12]([NH:15][C:16]3[C:25]4[C:20](=[CH:21][C:22]([Cl:26])=[CH:23][CH:24]=4)[N:19]=[CH:18][CH:17]=3)[CH2:11][CH2:10]2)[CH:5]=[N:6][CH:7]=1.C[O-].[Na+].[C:30]1(B(O)O)[CH:35]=[CH:34][CH:33]=[CH:32][CH:31]=1. (4) Given the product [NH2:20][C:19]1[C:14]2[N:15]([C:11]([C@H:8]3[CH2:7][CH2:6][C@H:5]([C:3]([OH:4])=[O:2])[CH2:10][CH2:9]3)=[N:12][C:13]=2[C:21]2[CH:22]=[CH:23][C:24]([O:27][C:28]3[CH:33]=[CH:32][CH:31]=[CH:30][CH:29]=3)=[CH:25][CH:26]=2)[CH:16]=[CH:17][N:18]=1, predict the reactants needed to synthesize it. The reactants are: C[O:2][C:3]([C@H:5]1[CH2:10][CH2:9][C@H:8]([C:11]2[N:15]3[CH:16]=[CH:17][N:18]=[C:19]([NH2:20])[C:14]3=[C:13]([C:21]3[CH:26]=[CH:25][C:24]([O:27][C:28]4[CH:33]=[CH:32][CH:31]=[CH:30][CH:29]=4)=[CH:23][CH:22]=3)[N:12]=2)[CH2:7][CH2:6]1)=[O:4].[OH-].[Na+].C(O)=O. (5) The reactants are: [NH:1]1[C:5]2[CH:6]=[CH:7][C:8]([C:10]3[S:11][C:12]4[C:17]([N:18]=3)=[CH:16][CH:15]=[C:14]([C:19]3([C:22]5[CH:27]=[CH:26][CH:25]=[CH:24][CH:23]=5)[CH2:21][CH2:20]3)[N:13]=4)=[CH:9][C:4]=2[N:3]=[CH:2]1.CN1CCCN2C1=NCCC2.[C:39]([O:43][CH2:44][CH3:45])(=[O:42])[CH:40]=[CH2:41]. Given the product [C:22]1([C:19]2([C:14]3[N:13]=[C:12]4[S:11][C:10]([C:8]5[CH:7]=[CH:6][C:5]6[N:1]([CH2:41][CH2:40][C:39]([O:43][CH2:44][CH3:45])=[O:42])[CH:2]=[N:3][C:4]=6[CH:9]=5)=[N:18][C:17]4=[CH:16][CH:15]=3)[CH2:20][CH2:21]2)[CH:23]=[CH:24][CH:25]=[CH:26][CH:27]=1, predict the reactants needed to synthesize it. (6) Given the product [C:3]([O:7][C:8](=[O:38])[N:9]([C:10]1[CH:15]=[CH:14][C:13]([O:16][CH2:17][C:18]2[N:19]([C:26]3[CH:31]=[CH:30][CH:29]=[CH:28][C:27]=3[O:32][C:33]([F:36])([F:34])[F:35])[N:20]=[CH:21][C:22]=2[CH:23]2[CH2:25][CH2:24]2)=[CH:12][C:11]=1[CH3:37])[CH3:40])([CH3:6])([CH3:5])[CH3:4], predict the reactants needed to synthesize it. The reactants are: [H-].[Na+].[C:3]([O:7][C:8](=[O:38])[NH:9][C:10]1[CH:15]=[CH:14][C:13]([O:16][CH2:17][C:18]2[N:19]([C:26]3[CH:31]=[CH:30][CH:29]=[CH:28][C:27]=3[O:32][C:33]([F:36])([F:35])[F:34])[N:20]=[CH:21][C:22]=2[CH:23]2[CH2:25][CH2:24]2)=[CH:12][C:11]=1[CH3:37])([CH3:6])([CH3:5])[CH3:4].I[CH3:40].